From a dataset of Reaction yield outcomes from USPTO patents with 853,638 reactions. Predict the reaction yield, written as a fraction of the theoretical maximum amount of product (1.0 means a 100% yield; for example, 0.34 means a 34% yield). (1) The reactants are [Br:1][C:2]1[CH:7]=[CH:6][C:5]([OH:8])=[CH:4][CH:3]=1.Cl[CH2:10][C:11]1[CH:20]=[CH:19][C:18]2[C:13](=[CH:14][CH:15]=[CH:16][CH:17]=2)[N:12]=1.C([O-])([O-])=O.[K+].[K+]. No catalyst specified. The product is [Br:1][C:2]1[CH:7]=[CH:6][C:5]([O:8][CH2:10][C:11]2[CH:20]=[CH:19][C:18]3[C:13](=[CH:14][CH:15]=[CH:16][CH:17]=3)[N:12]=2)=[CH:4][CH:3]=1. The yield is 0.500. (2) The reactants are [CH:1]([N:14]1[C:22]2[C:17](=[CH:18][C:19]([Cl:23])=[CH:20][CH:21]=2)[C:16]([CH2:24][CH2:25][O:26][C:27]2[CH:35]=[CH:34][C:30]([C:31]([OH:33])=[O:32])=[CH:29][CH:28]=2)=[C:15]1[CH2:36][CH2:37][NH:38][S:39]([CH2:42]C1C=CC=CC=1)(=[O:41])=[O:40])([C:8]1[CH:13]=[CH:12][CH:11]=[CH:10][CH:9]=1)[C:2]1[CH:7]=[CH:6][CH:5]=[CH:4][CH:3]=1.[CH:49]1[C:58]2[C:53](=[CH:54][CH:55]=[CH:56][CH:57]=2)[CH:52]=[CH:51]C=1S(Cl)(=O)=O. No catalyst specified. The product is [CH:1]([N:14]1[C:22]2[C:17](=[CH:18][C:19]([Cl:23])=[CH:20][CH:21]=2)[C:16]([CH2:24][CH2:25][O:26][C:27]2[CH:28]=[CH:29][C:30]([C:31]([OH:33])=[O:32])=[CH:34][CH:35]=2)=[C:15]1[CH2:36][CH2:37][NH:38][S:39]([C:42]1[CH:51]=[CH:52][C:53]2[C:58](=[CH:57][CH:56]=[CH:55][CH:54]=2)[CH:49]=1)(=[O:40])=[O:41])([C:8]1[CH:9]=[CH:10][CH:11]=[CH:12][CH:13]=1)[C:2]1[CH:7]=[CH:6][CH:5]=[CH:4][CH:3]=1. The yield is 0.530. (3) The reactants are [F:1][C:2]1[CH:3]=[CH:4][C:5]2[O:10][CH2:9][C:8](=[O:11])[N:7]([CH2:12][C@H:13]([CH3:16])[CH2:14]I)[C:6]=2[CH:17]=1.[CH2:18]([CH:23]1[CH2:29][CH:28]2[NH:30][CH:25]([CH2:26][CH2:27]2)[CH2:24]1)[CH2:19][CH2:20][CH2:21][CH3:22]. The catalyst is CCCCCCC.CCOC(C)=O. The product is [F:1][C:2]1[CH:3]=[CH:4][C:5]2[O:10][CH2:9][C:8](=[O:11])[N:7]([CH2:12][C@H:13]([CH3:16])[CH2:14][N:30]3[CH:25]4[CH2:26][CH2:27][CH:28]3[CH2:29][CH:23]([CH2:18][CH2:19][CH2:20][CH2:21][CH3:22])[CH2:24]4)[C:6]=2[CH:17]=1. The yield is 0.580. (4) The reactants are [N:1]1[C:10]2[C:5](=[CH:6][C:7]([NH2:11])=[CH:8][CH:9]=2)[N:4]=[CH:3][CH:2]=1.[C:12](OC(=O)C)(=[O:14])[CH3:13]. No catalyst specified. The product is [N:1]1[C:10]2[C:5](=[CH:6][C:7]([NH:11][C:12](=[O:14])[CH3:13])=[CH:8][CH:9]=2)[N:4]=[CH:3][CH:2]=1. The yield is 0.470.